Task: Predict the reaction yield, written as a fraction of the theoretical maximum amount of product (1.0 means a 100% yield; for example, 0.34 means a 34% yield).. Dataset: Reaction yield outcomes from USPTO patents with 853,638 reactions (1) The reactants are Br[C:2]1[CH:25]=[CH:24][CH:23]=[CH:22][C:3]=1[CH2:4][S:5]([N:8]1[CH2:13][CH2:12][CH:11]([NH:14][C:15](=[O:21])[O:16][C:17]([CH3:20])([CH3:19])[CH3:18])[CH2:10][CH2:9]1)(=[O:7])=[O:6].[F:26][C:27]1[CH:32]=[C:31](B2OC(C)(C)C(C)(C)O2)[CH:30]=[CH:29][C:28]=1[C:42]1[N:43]=[CH:44][C:45]([NH2:48])=[N:46][CH:47]=1.C(Cl)Cl.C([O-])([O-])=O.[Na+].[Na+]. The yield is 0.760. The product is [NH2:48][C:45]1[N:46]=[CH:47][C:42]([C:28]2[C:27]([F:26])=[CH:32][C:31]([C:2]3[CH:25]=[CH:24][CH:23]=[CH:22][C:3]=3[CH2:4][S:5]([N:8]3[CH2:13][CH2:12][CH:11]([NH:14][C:15](=[O:21])[O:16][C:17]([CH3:20])([CH3:19])[CH3:18])[CH2:10][CH2:9]3)(=[O:7])=[O:6])=[CH:30][CH:29]=2)=[N:43][CH:44]=1. The catalyst is CN(C=O)C.C1C=CC(P(C2C=CC=CC=2)[C-]2C=CC=C2)=CC=1.C1C=CC(P(C2C=CC=CC=2)[C-]2C=CC=C2)=CC=1.Cl[Pd]Cl.[Fe+2]. (2) The reactants are C([Li])CCC.[Cl:6][C:7]1[CH:12]=[CH:11][CH:10]=[C:9]([CH3:13])[N:8]=1.[C:14](=O)([O:18]CC)[O:15][CH2:16][CH3:17]. The catalyst is O1CCCC1. The product is [CH2:16]([O:15][C:14](=[O:18])[CH2:13][C:9]1[CH:10]=[CH:11][CH:12]=[C:7]([Cl:6])[N:8]=1)[CH3:17]. The yield is 0.280. (3) The reactants are [C:1]([C:3]1[CH:4]=[C:5]2[C:10](=[CH:11][CH:12]=1)[NH:9][C:8](=[O:13])[N:7]([CH2:14][CH:15]1[CH2:20][CH2:19][N:18]([C:21]([O:23][C:24]([CH3:27])([CH3:26])[CH3:25])=[O:22])[CH2:17][CH2:16]1)[CH2:6]2)#[N:2].I[C:29]1[CH:34]=[CH:33][N:32]=[C:31]([C:35]#[N:36])[CH:30]=1. No catalyst specified. The product is [C:1]([C:3]1[CH:4]=[C:5]2[C:10](=[CH:11][CH:12]=1)[N:9]([C:29]1[CH:34]=[CH:33][N:32]=[C:31]([C:35]#[N:36])[CH:30]=1)[C:8](=[O:13])[N:7]([CH2:14][CH:15]1[CH2:20][CH2:19][N:18]([C:21]([O:23][C:24]([CH3:27])([CH3:26])[CH3:25])=[O:22])[CH2:17][CH2:16]1)[CH2:6]2)#[N:2]. The yield is 0.570. (4) The reactants are [CH:1]1C=C(Cl)C=[C:3]([C:8](OO)=O)[CH:2]=1.C(S[C:17]1[N:22]=[C:21]([N:23]2[C:31]3[C:26](=[C:27]([O:32][CH2:33][CH2:34][CH2:35][S:36]([NH2:39])(=[O:38])=[O:37])[CH:28]=[CH:29][CH:30]=3)[CH:25]=[CH:24]2)[CH:20]=[CH:19][N:18]=1)CCC.[S:40](=O)(O)[O-:41].[Na+]. The catalyst is C(Cl)Cl. The product is [CH2:1]([C:17]1[N:18]=[CH:19][C:20](=[S:40]=[O:41])[CH:21]([N:23]2[C:31]3[C:26](=[C:27]([O:32][CH2:33][CH2:34][CH2:35][S:36]([NH2:39])(=[O:37])=[O:38])[CH:28]=[CH:29][CH:30]=3)[CH:25]=[CH:24]2)[N:22]=1)[CH2:2][CH2:3][CH3:8]. The yield is 0.775. (5) The reactants are [CH2:1]([O:4][C:5]([O:7][C@H:8]1[C@H:21]([OH:22])[C@@H:20]([CH2:23][O:24][CH2:25][C:26]2[CH:31]=[CH:30][CH:29]=[CH:28][CH:27]=2)[O:19][C@@H:10]([O:11][Si:12]([C:15]([CH3:18])([CH3:17])[CH3:16])([CH3:14])[CH3:13])[C@@H:9]1[N:32]=[N+:33]=[N-:34])=[O:6])[CH:2]=[CH2:3].N1C=NN=N1.C(N(CC)[P:43]1[O:49][CH2:48][C:47]2[CH:50]=[CH:51][CH:52]=[CH:53][C:46]=2[CH2:45][O:44]1)C.C1C=C(Cl)C=C(C(OO)=[O:64])C=1. The catalyst is C(Cl)Cl. The product is [CH2:1]([O:4][C:5]([O:7][C@H:8]1[C@H:21]([O:22][P:43]2(=[O:64])[O:44][CH2:45][C:46]3[CH:53]=[CH:52][CH:51]=[CH:50][C:47]=3[CH2:48][O:49]2)[C@@H:20]([CH2:23][O:24][CH2:25][C:26]2[CH:31]=[CH:30][CH:29]=[CH:28][CH:27]=2)[O:19][C@@H:10]([O:11][Si:12]([C:15]([CH3:18])([CH3:17])[CH3:16])([CH3:13])[CH3:14])[C@@H:9]1[N:32]=[N+:33]=[N-:34])=[O:6])[CH:2]=[CH2:3]. The yield is 0.890.